This data is from Forward reaction prediction with 1.9M reactions from USPTO patents (1976-2016). The task is: Predict the product of the given reaction. (1) Given the reactants [N+:1]([C:4]1[CH:17]=[CH:16][C:15]([O:18][CH2:19][O:20][CH2:21][CH2:22][Si:23]([CH3:26])([CH3:25])[CH3:24])=[CH:14][C:5]=1[NH:6][CH2:7][CH2:8][C:9]1[S:10][CH:11]=[CH:12][CH:13]=1)([O-])=O.O.NN.C(O)C, predict the reaction product. The product is: [S:10]1[CH:11]=[CH:12][CH:13]=[C:9]1[CH2:8][CH2:7][NH:6][C:5]1[C:4]([NH2:1])=[CH:17][CH:16]=[C:15]([O:18][CH2:19][O:20][CH2:21][CH2:22][Si:23]([CH3:26])([CH3:25])[CH3:24])[CH:14]=1. (2) Given the reactants [NH2:1][C:2]1[C:3]([NH:13][CH2:14][CH2:15][OH:16])=[C:4]([CH:9]=[CH:10][C:11]=1[Cl:12])[C:5]([O:7][CH3:8])=[O:6].[Cl:17][C:18]1[CH:23]=[C:22]([Cl:24])[CH:21]=[CH:20][C:19]=1[N:25]=[C:26]=[S:27], predict the reaction product. The product is: [Cl:12][C:11]1[CH:10]=[CH:9][C:4]([C:5]([O:7][CH3:8])=[O:6])=[C:3]([NH:13][CH2:14][CH2:15][OH:16])[C:2]=1[NH:1][C:26](=[S:27])[NH:25][C:19]1[CH:20]=[CH:21][C:22]([Cl:24])=[CH:23][C:18]=1[Cl:17].